This data is from Full USPTO retrosynthesis dataset with 1.9M reactions from patents (1976-2016). The task is: Predict the reactants needed to synthesize the given product. (1) Given the product [CH3:2][O:3][N:4]([CH3:5])[C:13]([C:15]1[S:23][C:22]2[CH:21]=[CH:20][N:19]=[CH:18][C:17]=2[CH:16]=1)=[O:14], predict the reactants needed to synthesize it. The reactants are: Cl.[CH3:2][O:3][NH:4][CH3:5].C([Li])CCC.CO[C:13]([C:15]1[S:23][C:22]2[CH:21]=[CH:20][N:19]=[CH:18][C:17]=2[CH:16]=1)=[O:14].[NH4+].[Cl-]. (2) Given the product [Cl:23][C:22]1[C:17]([N:14]2[CH2:15][CH2:16][N:11]([C:9]3[NH:8][C:7]4[C:2]([C:35]5[CH:36]=[CH:37][C:32]([N:30]([CH3:31])[CH3:29])=[CH:33][CH:34]=5)=[CH:3][C:4]([C:25]([F:28])([F:27])[F:26])=[CH:5][C:6]=4[N:10]=3)[C@H:12]([CH3:24])[CH2:13]2)=[N:18][CH:19]=[CH:20][CH:21]=1, predict the reactants needed to synthesize it. The reactants are: Br[C:2]1[C:7]2[NH:8][C:9]([N:11]3[CH2:16][CH2:15][N:14]([C:17]4[C:22]([Cl:23])=[CH:21][CH:20]=[CH:19][N:18]=4)[CH2:13][C@H:12]3[CH3:24])=[N:10][C:6]=2[CH:5]=[C:4]([C:25]([F:28])([F:27])[F:26])[CH:3]=1.[CH3:29][N:30]([C:32]1[CH:37]=[CH:36][C:35](B(O)O)=[CH:34][CH:33]=1)[CH3:31]. (3) The reactants are: [C:1]([O:5][C:6]([NH:8][CH2:9][C:10]([CH:17]1[CH2:22][CH2:21][CH2:20][CH2:19][CH2:18]1)([CH3:16])[C:11]([O:13][CH2:14][CH3:15])=[O:12])=[O:7])([CH3:4])([CH3:3])[CH3:2].[CH3:23]I.[H-].[Na+]. Given the product [C:1]([O:5][C:6]([N:8]([CH3:23])[CH2:9][C:10]([CH:17]1[CH2:18][CH2:19][CH2:20][CH2:21][CH2:22]1)([CH3:16])[C:11]([O:13][CH2:14][CH3:15])=[O:12])=[O:7])([CH3:2])([CH3:3])[CH3:4], predict the reactants needed to synthesize it. (4) Given the product [CH3:34][C:35]1[O:36][C:9](/[CH:10]=[CH:11]/[C:15]2[CH:20]=[CH:19][C:52]([N:50]([CH3:49])[CH3:51])=[CH:28][CH:16]=2)=[CH:8][C:13](=[C:14]([C:2]#[N:3])[C:5]#[N:4])[CH:12]=1, predict the reactants needed to synthesize it. The reactants are: Br[C:2]1[C:14]2[C:13]3[CH:12]=[C:11]([C:15]4[CH:16]=NC=[CH:19][CH:20]=4)[CH:10]=[CH:9][C:8]=3N=C[C:5]=2[N:4](C(OC(C)(C)C)=O)[N:3]=1.[C:28]([O-])([O-])=O.[K+].[K+].[CH3:34][C:35]1(C)C(C)(C)OB(C2C=NC=CC=2)[O:36]1.[CH3:49][N:50]([CH:52]=O)[CH3:51]. (5) The reactants are: CCN(C(C)C)C(C)C.[C:10]1([N:16]2[CH:20]=[C:19]([C:21]([NH:23][CH2:24][C:25]([OH:27])=O)=[O:22])[N:18]=[CH:17]2)[CH:15]=[CH:14][CH:13]=[CH:12][CH:11]=1.C1(N2C=C(C(O)=O)N=C2)C=CC=CC=1.C1C=CC2N(O)N=NC=2C=1.CCN=C=NCCCN(C)C.Cl.[Cl:64][C:65]1[CH:75]=[CH:74][CH:73]=[CH:72][C:66]=1[O:67][CH:68]1[CH2:71][NH:70][CH2:69]1.Cl.FC(F)(F)C1C=C(C=CC=1)OC1CNC1. Given the product [Cl:64][C:65]1[CH:75]=[CH:74][CH:73]=[CH:72][C:66]=1[O:67][CH:68]1[CH2:71][N:70]([C:25](=[O:27])[CH2:24][NH:23][C:21]([C:19]2[N:18]=[CH:17][N:16]([C:10]3[CH:11]=[CH:12][CH:13]=[CH:14][CH:15]=3)[CH:20]=2)=[O:22])[CH2:69]1, predict the reactants needed to synthesize it. (6) Given the product [CH2:24]([NH:31][C:3](=[O:4])[C:2]([F:10])([F:1])[CH2:6][C:7]([OH:9])=[O:8])[C:25]1[CH:30]=[CH:29][CH:28]=[CH:27][CH:26]=1, predict the reactants needed to synthesize it. The reactants are: [F:1][C:2]([F:10])([CH2:6][C:7]([OH:9])=[O:8])[C:3](O)=[O:4].FC(F)(F)C(OC(=O)C(F)(F)F)=O.[CH2:24]([NH2:31])[C:25]1[CH:30]=[CH:29][CH:28]=[CH:27][CH:26]=1. (7) The reactants are: [NH2:1][C:2]1[N:6]([C:7]2[CH:12]=[CH:11][N:10]=[CH:9][C:8]=2Br)[N:5]=[C:4]([C:14]2[CH:19]=[CH:18][C:17]([O:20][C:21]3[CH:26]=[CH:25][CH:24]=[CH:23][CH:22]=3)=[CH:16][CH:15]=2)[C:3]=1[C:27]([NH2:29])=[O:28].CNCCNC.[O-]P([O-])([O-])=O.[K+].[K+].[K+]. Given the product [O:20]([C:17]1[CH:18]=[CH:19][C:14]([C:4]2[C:3]([C:27]([NH2:29])=[O:28])=[C:2]3[NH:1][C:8]4[CH:9]=[N:10][CH:11]=[CH:12][C:7]=4[N:6]3[N:5]=2)=[CH:15][CH:16]=1)[C:21]1[CH:26]=[CH:25][CH:24]=[CH:23][CH:22]=1, predict the reactants needed to synthesize it. (8) Given the product [Br:10][C:11]1[CH:12]=[C:13]([CH2:29][C:30]([OH:32])=[O:31])[CH:14]=[C:15]([Br:28])[C:16]=1[O:17][C:18]1[CH:23]=[C:22]([CH:24]([CH3:26])[CH3:25])[C:21](=[O:3])[NH:20][N:19]=1, predict the reactants needed to synthesize it. The reactants are: C(O)(=[O:3])C.C([O-])(=O)C.[Na+].[Br:10][C:11]1[CH:12]=[C:13]([CH2:29][C:30]([OH:32])=[O:31])[CH:14]=[C:15]([Br:28])[C:16]=1[O:17][C:18]1[N:19]=[N:20][C:21](Cl)=[C:22]([CH:24]([CH3:26])[CH3:25])[CH:23]=1. (9) Given the product [C:1]1([CH:7]([CH2:11][CH3:12])[C:8]([O:21][NH:20][C:18]([O:17][C:13]([CH3:16])([CH3:15])[CH3:14])=[O:19])=[O:9])[CH:6]=[CH:5][CH:4]=[CH:3][CH:2]=1, predict the reactants needed to synthesize it. The reactants are: [C:1]1([CH:7]([CH2:11][CH3:12])[C:8](Cl)=[O:9])[CH:6]=[CH:5][CH:4]=[CH:3][CH:2]=1.[C:13]([O:17][C:18]([NH:20][OH:21])=[O:19])([CH3:16])([CH3:15])[CH3:14]. (10) Given the product [Cl:16][C:17]1[S:21][C:20]([C:22]([NH:24][CH2:25][C:26]2[N:27]=[CH:28][N:29]([C:2]3[CH:7]=[CH:6][C:5]([N:8]4[CH:13]=[CH:12][CH:11]=[CH:10]/[C:9]/4=[N:14]\[CH3:15])=[CH:4][CH:3]=3)[CH:30]=2)=[O:23])=[CH:19][CH:18]=1, predict the reactants needed to synthesize it. The reactants are: I[C:2]1[CH:7]=[CH:6][C:5]([N:8]2[CH:13]=[CH:12][CH:11]=[CH:10]/[C:9]/2=[N:14]\[CH3:15])=[CH:4][CH:3]=1.[Cl:16][C:17]1[S:21][C:20]([C:22]([NH:24][CH2:25][C:26]2[N:27]=[CH:28][NH:29][CH:30]=2)=[O:23])=[CH:19][CH:18]=1.OC1C=CC=C2C=1N=CC=C2.C([O-])([O-])=O.[K+].[K+].